Task: Predict which catalyst facilitates the given reaction.. Dataset: Catalyst prediction with 721,799 reactions and 888 catalyst types from USPTO (1) Reactant: [OH:1][CH2:2][C:3]1[CH:8]=[CH:7][CH:6]=[CH:5][C:4]=1[C:9]1[CH:14]=[CH:13][CH:12]=[C:11]([CH2:15][O:16][C:17]2[CH:22]=[CH:21][C:20]([CH2:23][CH2:24][C:25]([O:27]C(C)(C)C)=[O:26])=[CH:19][CH:18]=2)[CH:10]=1. Product: [OH:1][CH2:2][C:3]1[CH:8]=[CH:7][CH:6]=[CH:5][C:4]=1[C:9]1[CH:14]=[CH:13][CH:12]=[C:11]([CH2:15][O:16][C:17]2[CH:18]=[CH:19][C:20]([CH2:23][CH2:24][C:25]([OH:27])=[O:26])=[CH:21][CH:22]=2)[CH:10]=1. The catalyst class is: 55. (2) Reactant: [C:1]([O:5][C:6]([N:8]1[CH2:13][CH:12]=[C:11]([C:14]2[CH:15]=[CH:16][CH:17]=[C:18]3[C:22]=2[NH:21][CH:20]=[CH:19]3)[CH2:10][CH2:9]1)=[O:7])([CH3:4])([CH3:3])[CH3:2]. Product: [C:1]([O:5][C:6]([N:8]1[CH2:13][CH2:12][CH:11]([C:14]2[CH:15]=[CH:16][CH:17]=[C:18]3[C:22]=2[NH:21][CH:20]=[CH:19]3)[CH2:10][CH2:9]1)=[O:7])([CH3:4])([CH3:2])[CH3:3]. The catalyst class is: 50. (3) Reactant: [CH2:1]([N:8]1[CH2:13][CH2:12][N:11]([C:14]([O:16][C:17]([CH3:20])([CH3:19])[CH3:18])=[O:15])[CH2:10][C@H:9]1[CH2:21]Br)[C:2]1[CH:7]=[CH:6][CH:5]=[CH:4][CH:3]=1.[C:23]1([S-:29])[CH:28]=[CH:27][CH:26]=[CH:25][CH:24]=1.[Na+].C(=O)(O)[O-].[Na+]. Product: [CH2:1]([N:8]1[CH2:13][CH2:12][N:11]([C:14]([O:16][C:17]([CH3:20])([CH3:19])[CH3:18])=[O:15])[CH2:10][C@H:9]1[CH2:21][S:29][C:23]1[CH:28]=[CH:27][CH:26]=[CH:25][CH:24]=1)[C:2]1[CH:7]=[CH:6][CH:5]=[CH:4][CH:3]=1. The catalyst class is: 3.